This data is from Full USPTO retrosynthesis dataset with 1.9M reactions from patents (1976-2016). The task is: Predict the reactants needed to synthesize the given product. (1) Given the product [Cl:27][C:26]1[C:25]([O:28][CH3:29])=[CH:24][C:23]([O:30][CH3:31])=[C:22]([Cl:32])[C:21]=1[C:16]1[CH:17]=[C:18]2[C:13](=[CH:14][CH:15]=1)[N:12]=[C:11]([NH:10][C@H:5]1[C@@H:4]([NH2:1])[CH2:9][CH2:8][O:7][CH2:6]1)[N:20]=[CH:19]2, predict the reactants needed to synthesize it. The reactants are: [N:1]([C@H:4]1[CH2:9][CH2:8][O:7][CH2:6][C@H:5]1[NH:10][C:11]1[N:20]=[CH:19][C:18]2[C:13](=[CH:14][CH:15]=[C:16]([C:21]3[C:26]([Cl:27])=[C:25]([O:28][CH3:29])[CH:24]=[C:23]([O:30][CH3:31])[C:22]=3[Cl:32])[CH:17]=2)[N:12]=1)=[N+]=[N-]. (2) Given the product [CH3:12][CH:13]1[CH2:18][CH2:17][N:16]([C:19]([O:11][C:10]2[C:5]3[C:6](=[N:7][C:2]([CH3:1])=[CH:3][CH:4]=3)[O:8][N:9]=2)=[O:20])[CH2:15][CH2:14]1, predict the reactants needed to synthesize it. The reactants are: [CH3:1][C:2]1[N:7]=[C:6]2[O:8][N:9]=[C:10]([OH:11])[C:5]2=[CH:4][CH:3]=1.[CH3:12][CH:13]1[CH2:18][CH2:17][N:16]([C:19](Cl)=[O:20])[CH2:15][CH2:14]1. (3) The reactants are: [CH:1]1([C:6](Cl)=[O:7])[CH2:5][CH2:4][CH2:3][CH2:2]1.[NH2:9][C:10]1[C:19]2[C:14](=[CH:15][C:16]([O:22][CH3:23])=[C:17]([O:20][CH3:21])[CH:18]=2)[N:13]=[C:12]([N:24]2[CH2:29][CH2:28][NH:27][CH2:26][CH2:25]2)[N:11]=1. Given the product [NH2:9][C:10]1[C:19]2[C:14](=[CH:15][C:16]([O:22][CH3:23])=[C:17]([O:20][CH3:21])[CH:18]=2)[N:13]=[C:12]([N:24]2[CH2:29][CH2:28][N:27]([C:6]([CH:1]3[CH2:5][CH2:4][CH2:3][CH2:2]3)=[O:7])[CH2:26][CH2:25]2)[N:11]=1, predict the reactants needed to synthesize it. (4) Given the product [OH:28][C:16]1[C:15]2[C:20](=[CH:21][CH:22]=[C:13]([C:10]#[C:9][CH2:8][OH:11])[N:14]=2)[N:19]=[CH:18][C:17]=1[C:23]([O:25][CH2:26][CH3:27])=[O:24], predict the reactants needed to synthesize it. The reactants are: C(N(CC)CC)C.[CH2:8]([OH:11])[C:9]#[CH:10].Cl[C:13]1[N:14]=[C:15]2[C:20](=[CH:21][CH:22]=1)[N:19]=[CH:18][C:17]([C:23]([O:25][CH2:26][CH3:27])=[O:24])=[C:16]2[OH:28].CN(C=O)C. (5) Given the product [Cl:15][C:16]1[CH:23]=[CH:22][CH:21]=[CH:20][C:17]=1[CH2:18][NH:19][CH:2]1[CH2:7][CH2:6][N:5]([C:8]([O:10][C:11]([CH3:14])([CH3:13])[CH3:12])=[O:9])[CH2:4][CH2:3]1, predict the reactants needed to synthesize it. The reactants are: O=[C:2]1[CH2:7][CH2:6][N:5]([C:8]([O:10][C:11]([CH3:14])([CH3:13])[CH3:12])=[O:9])[CH2:4][CH2:3]1.[Cl:15][C:16]1[CH:23]=[CH:22][CH:21]=[CH:20][C:17]=1[CH2:18][NH2:19].C(O)(=O)C.[BH3-]C#N.[Na+].